Task: Regression/Classification. Given a drug SMILES string, predict its absorption, distribution, metabolism, or excretion properties. Task type varies by dataset: regression for continuous measurements (e.g., permeability, clearance, half-life) or binary classification for categorical outcomes (e.g., BBB penetration, CYP inhibition). Dataset: cyp3a4_veith.. Dataset: CYP3A4 inhibition data for predicting drug metabolism from PubChem BioAssay (1) The drug is COC(=O)N1CC(=O)N(OC)C1c1ccc(Cl)cc1Cl. The result is 0 (non-inhibitor). (2) The compound is CCc1cc(C(c2ccccc2OC)N2CCOCC2)c(NC(=O)c2ccccc2)s1. The result is 1 (inhibitor). (3) The compound is CCCOc1ccc(-c2nc(N)n[nH]2)cc1. The result is 0 (non-inhibitor). (4) The drug is CC(=O)N1c2c(cc(Br)cc2S(=O)(=O)NCC2COc3ccccc3O2)CC1C. The result is 1 (inhibitor). (5) The compound is C[C@H](Oc1ccccc1)C(=O)N[C@@H]1C(=O)N2[C@@H](C(=O)[O-])C(C)(C)S[C@H]12.[K+]. The result is 0 (non-inhibitor).